From a dataset of Forward reaction prediction with 1.9M reactions from USPTO patents (1976-2016). Predict the product of the given reaction. Given the reactants ClCCl.[Br:4][C:5]1[CH:6]=[C:7]([CH:20]=[C:21]([CH:24]([C:26]2[CH:31]=[CH:30][CH:29]=[C:28]([F:32])[CH:27]=2)[OH:25])[C:22]=1[CH3:23])[CH2:8][N:9]([CH:17]1[CH2:19][CH2:18]1)[C:10](=[O:16])[O:11][C:12]([CH3:15])([CH3:14])[CH3:13].CC(OI1(OC(C)=O)(OC(C)=O)OC(=O)C2C=CC=CC1=2)=O.C(=O)(O)[O-].[Na+], predict the reaction product. The product is: [C:12]([O:11][C:10](=[O:16])[N:9]([CH2:8][C:7]1[CH:20]=[C:21]([C:24](=[O:25])[C:26]2[CH:31]=[CH:30][CH:29]=[C:28]([F:32])[CH:27]=2)[C:22]([CH3:23])=[C:5]([Br:4])[CH:6]=1)[CH:17]1[CH2:19][CH2:18]1)([CH3:15])([CH3:13])[CH3:14].